From a dataset of Forward reaction prediction with 1.9M reactions from USPTO patents (1976-2016). Predict the product of the given reaction. (1) Given the reactants [CH3:1][C:2]1[CH:6]=[C:5]([NH:7][C:8](OC2C=CC=CC=2)=[O:9])[S:4][C:3]=1[C:17]([O:19][CH2:20][CH3:21])=[O:18].O.[NH2:23][NH2:24], predict the reaction product. The product is: [NH:23]([C:8]([NH:7][C:5]1[S:4][C:3]([C:17]([O:19][CH2:20][CH3:21])=[O:18])=[C:2]([CH3:1])[CH:6]=1)=[O:9])[NH2:24]. (2) Given the reactants Br.[NH2:2][C@H:3]([C:14]([OH:16])=[O:15])[CH2:4][C:5]1[C:13]2[C:8](=[CH:9][CH:10]=[CH:11][CH:12]=2)[NH:7][CH:6]=1.N1([C:29](=O)[C:28]2N(C)C=N[C:23]=2N(C)C1=O)C, predict the reaction product. The product is: [CH:28]([O:15][C:14](=[O:16])[C@H:3]([CH2:4][C:5]1[C:13]2[C:8](=[CH:9][CH:10]=[CH:11][CH:12]=2)[NH:7][CH:6]=1)[NH2:2])([CH3:29])[CH3:23]. (3) Given the reactants [Br:1][C:2]1[CH:21]=[CH:20][C:5]([CH2:6][C@@H:7]2[C:11]3=[N:12][C:13]4[CH:18]=[CH:17][CH:16]=[CH:15][C:14]=4[N:10]3[C:9](=[O:19])[NH:8]2)=[CH:4][CH:3]=1.Cl.[NH2:23][C:24]12[CH2:31][CH2:30][C:27]([OH:32])([CH2:28][CH2:29]1)[CH2:26][CH2:25]2.C(O)(C(F)(F)F)=O, predict the reaction product. The product is: [NH:10]1[C:14]2[CH:15]=[CH:16][CH:17]=[CH:18][C:13]=2[N:12]=[C:11]1[C@H:7]([NH:8][C:9]([NH:23][C:24]12[CH2:31][CH2:30][C:27]([OH:32])([CH2:28][CH2:29]1)[CH2:26][CH2:25]2)=[O:19])[CH2:6][C:5]1[CH:20]=[CH:21][C:2]([Br:1])=[CH:3][CH:4]=1. (4) Given the reactants [N:1]1[C:9]2[C:4](=[N:5][CH:6]=[CH:7][CH:8]=2)[N:3]([CH2:10][C:11]2[CH:12]=[C:13]([C:17]3[CH:21]=[C:20]([CH2:22][CH:23]([CH3:25])[CH3:24])[S:19][C:18]=3[S:26]([NH:29]C(C)(C)C)(=[O:28])=[O:27])[CH:14]=[CH:15][CH:16]=2)[CH:2]=1.B(Cl)(Cl)Cl.N1(C2C=CC=CN=2)CCCC1.Cl[C:50]([O:52][CH2:53][CH2:54][CH2:55][CH3:56])=[O:51].C(O)(=O)CC(CC(O)=O)(C(O)=O)O, predict the reaction product. The product is: [CH2:53]([O:52][C:50]([NH:29][S:26]([C:18]1[S:19][C:20]([CH2:22][CH:23]([CH3:25])[CH3:24])=[CH:21][C:17]=1[C:13]1[CH:14]=[CH:15][CH:16]=[C:11]([CH2:10][N:3]2[C:4]3=[N:5][CH:6]=[CH:7][CH:8]=[C:9]3[N:1]=[CH:2]2)[CH:12]=1)(=[O:28])=[O:27])=[O:51])[CH2:54][CH2:55][CH3:56]. (5) Given the reactants Br[CH2:2][C:3]([C:5]1[C:14]2[C:9](=[CH:10][CH:11]=[C:12]([O:15][CH3:16])[N:13]=2)[N:8]=[CH:7][C:6]=1[Cl:17])=[O:4].[BH4-].[Na+], predict the reaction product. The product is: [Cl:17][C:6]1[C:5]([CH:3]2[CH2:2][O:4]2)=[C:14]2[C:9]([CH:10]=[CH:11][C:12]([O:15][CH3:16])=[N:13]2)=[N:8][CH:7]=1.